This data is from Full USPTO retrosynthesis dataset with 1.9M reactions from patents (1976-2016). The task is: Predict the reactants needed to synthesize the given product. Given the product [CH3:3][C:4]1([CH3:27])[O:8][C@@H:7]([CH2:9][O:10][C:11]2[CH:12]=[CH:13][C:14]([C:17]([C:20]3[CH:21]=[CH:22][C:23]([O:26][CH2:39][C@H:40]4[CH2:41][O:42]4)=[CH:24][CH:25]=3)([CH3:18])[CH3:19])=[CH:15][CH:16]=2)[CH2:6][O:5]1, predict the reactants needed to synthesize it. The reactants are: [H-].[Na+].[CH3:3][C:4]1([CH3:27])[O:8][C@@H:7]([CH2:9][O:10][C:11]2[CH:16]=[CH:15][C:14]([C:17]([C:20]3[CH:25]=[CH:24][C:23]([OH:26])=[CH:22][CH:21]=3)([CH3:19])[CH3:18])=[CH:13][CH:12]=2)[CH2:6][O:5]1.CC1C=CC(S(O[CH2:39][C@@H:40]2[O:42][CH2:41]2)(=O)=O)=CC=1.